Task: Predict the product of the given reaction.. Dataset: Forward reaction prediction with 1.9M reactions from USPTO patents (1976-2016) (1) Given the reactants [Cl:1][C:2]1[CH:7]=[CH:6][C:5]([C:8]2[C:13]([C:14]([O:16]C)=[O:15])=[CH:12][N:11]=[C:10]([CH3:18])[N:9]=2)=[CH:4][CH:3]=1.[OH-].[Na+], predict the reaction product. The product is: [Cl:1][C:2]1[CH:3]=[CH:4][C:5]([C:8]2[C:13]([C:14]([OH:16])=[O:15])=[CH:12][N:11]=[C:10]([CH3:18])[N:9]=2)=[CH:6][CH:7]=1. (2) Given the reactants [OH-].[Na+].[C:11](O[C:11]([O:13][C:14]([CH3:17])([CH3:16])[CH3:15])=[O:12])([O:13][C:14]([CH3:17])([CH3:16])[CH3:15])=[O:12].[NH2:18][C@@H:19]([CH2:23][CH:24]=[CH2:25])[C:20]([OH:22])=[O:21].O[C:27]1C2N=NNC=2C=CC=1.Cl.CN(C)CCCN=C=NCC, predict the reaction product. The product is: [C:14]([O:13][C:11]([NH:18][C@@H:19]([CH2:23][CH:24]=[CH2:25])[C:20]([O:22][CH3:27])=[O:21])=[O:12])([CH3:15])([CH3:16])[CH3:17]. (3) Given the reactants [CH:1]([C:4]1[CH:17]=[C:7]2[C:8]([C:14]([OH:16])=[O:15])=[CH:9][CH:10]=[C:11]([O:12][CH3:13])[N:6]2[N:5]=1)([CH3:3])[CH3:2].[N+:18]([C:21]1[CH:26]=[CH:25][C:24](O)=[CH:23][CH:22]=1)([O-:20])=[O:19].Cl.CN(C)CCCN=C=NCC.CN(C1C=CC=CN=1)C, predict the reaction product. The product is: [N+:18]([C:21]1[CH:26]=[CH:25][C:24]([O:15][C:14]([C:8]2[C:7]3[N:6]([N:5]=[C:4]([CH:1]([CH3:3])[CH3:2])[CH:17]=3)[C:11]([O:12][CH3:13])=[CH:10][CH:9]=2)=[O:16])=[CH:23][CH:22]=1)([O-:20])=[O:19]. (4) Given the reactants [F:1][C:2]1[CH:7]=[CH:6][CH:5]=[C:4]([F:8])[C:3]=1[N:9]1[C:13]2=[N:14][CH:15]=[CH:16][C:17](I)=[C:12]2[CH:11]=[N:10]1.CC1(C)C(C)(C)[O:23][B:22](B2OC(C)(C)C(C)(C)O2)[O:21]1.C([O-])(=O)C.[K+].C(Cl)Cl, predict the reaction product. The product is: [F:1][C:2]1[CH:7]=[CH:6][CH:5]=[C:4]([F:8])[C:3]=1[N:9]1[C:13]2=[N:14][CH:15]=[CH:16][C:17]([B:22]([OH:23])[OH:21])=[C:12]2[CH:11]=[N:10]1. (5) Given the reactants [CH3:1][O:2][C:3]1[CH:40]=[CH:39][C:6]([CH2:7][N:8]2[C:12]3=[N:13][CH:14]=[CH:15][C:16]([O:17][C:18]4[CH:23]=[CH:22][C:21]([NH2:24])=[CH:20][C:19]=4[F:25])=[C:11]3[C:10]([C:26]3[CH2:31][CH2:30][N:29]([C:32]([O:34][C:35]([CH3:38])([CH3:37])[CH3:36])=[O:33])[CH2:28][CH:27]=3)=[N:9]2)=[CH:5][CH:4]=1.CC1C=CC(S(NN)(=O)=O)=CC=1, predict the reaction product. The product is: [NH2:24][C:21]1[CH:22]=[CH:23][C:18]([O:17][C:16]2[CH:15]=[CH:14][N:13]=[C:12]3[N:8]([CH2:7][C:6]4[CH:5]=[CH:4][C:3]([O:2][CH3:1])=[CH:40][CH:39]=4)[N:9]=[C:10]([CH:26]4[CH2:27][CH2:28][N:29]([C:32]([O:34][C:35]([CH3:37])([CH3:36])[CH3:38])=[O:33])[CH2:30][CH2:31]4)[C:11]=23)=[C:19]([F:25])[CH:20]=1. (6) The product is: [CH3:19][O:20][C:9]([CH:10]1[NH:11][CH2:13][C:10]2[N:11]=[CH:12][N:8]([CH2:7][C:4]3[CH:3]=[CH:2][CH:1]=[CH:6][CH:5]=3)[C:9]=2[CH2:13]1)=[O:25]. Given the reactants [CH:1]1[CH:6]=[CH:5][C:4]([CH2:7][N:8]2[CH:12]=[N:11][C:10]([CH2:13][C@H](N)C(O)=O)=[CH:9]2)=[CH:3][CH:2]=1.[CH2:19]=[O:20].S(Cl)(Cl)=O.[OH2:25], predict the reaction product. (7) Given the reactants [CH3:1][O:2][C:3]1[CH:4]=[C:5]([CH:7]=[CH:8][C:9]=1[C:10]1[O:14][CH:13]=[N:12][CH:11]=1)[NH2:6].[Br:15][C:16]1[S:17][C:18]([CH2:21][CH2:22]Br)=[CH:19][CH:20]=1, predict the reaction product. The product is: [Br:15][C:16]1[S:17][C:18]([CH2:21][CH2:22][NH:6][C:5]2[CH:7]=[CH:8][C:9]([C:10]3[O:14][CH:13]=[N:12][CH:11]=3)=[C:3]([O:2][CH3:1])[CH:4]=2)=[CH:19][CH:20]=1.